From a dataset of Forward reaction prediction with 1.9M reactions from USPTO patents (1976-2016). Predict the product of the given reaction. (1) Given the reactants [CH3:1][O:2][CH2:3][C@@H:4]1[N:9]([C:10]([O:12][CH2:13][C:14]2[CH:19]=[CH:18][CH:17]=[CH:16][CH:15]=2)=[O:11])[CH2:8][C@@H:7]([C:20]([O:22]C)=[O:21])[CH2:6][CH2:5]1.[Li+].[OH-], predict the reaction product. The product is: [CH2:13]([O:12][C:10]([N:9]1[C@@H:4]([CH2:3][O:2][CH3:1])[CH2:5][CH2:6][C@H:7]([C:20]([OH:22])=[O:21])[CH2:8]1)=[O:11])[C:14]1[CH:19]=[CH:18][CH:17]=[CH:16][CH:15]=1. (2) Given the reactants [Br:1][C:2]1[CH:23]=[CH:22][C:5]2[N:6]([CH2:20][CH3:21])[C:7]([CH2:9][CH2:10][C:11]([C:13]3[CH:18]=[CH:17][CH:16]=[C:15]([F:19])[CH:14]=3)=O)=[N:8][C:4]=2[CH:3]=1.CN(C([N:31]([CH3:33])C)N(C)C)C.C(O)(=O)C.[NH2:38]N, predict the reaction product. The product is: [Br:1][C:2]1[CH:23]=[CH:22][C:5]2[N:6]([CH2:20][CH3:21])[C:7]([CH2:9][C:10]3[C:11]([C:13]4[CH:18]=[CH:17][CH:16]=[C:15]([F:19])[CH:14]=4)=[N:38][NH:31][CH:33]=3)=[N:8][C:4]=2[CH:3]=1. (3) The product is: [Cl:43][C:42]([Cl:45])([Cl:44])[C:41]([O:40][C:38]([N:28]1[C@H:7]2[C:6]([C:4]([O:3][CH2:1][CH3:2])=[O:5])=[C:13]([C:14]3[CH:15]=[CH:16][C:17]([O:20][Si:21]([C:24]([CH3:25])([CH3:26])[CH3:27])([CH3:22])[CH3:23])=[CH:18][CH:19]=3)[CH2:12][C@@H:11]1[CH2:10][N:9]([C:30]([O:32][C:33]([CH3:34])([CH3:36])[CH3:35])=[O:31])[CH2:8]2)=[O:39])([CH3:47])[CH3:46]. Given the reactants [CH2:1]([O:3][C:4]([CH:6]1[C:13]([C:14]2[CH:19]=[CH:18][C:17]([O:20][Si:21]([C:24]([CH3:27])([CH3:26])[CH3:25])([CH3:23])[CH3:22])=[CH:16][CH:15]=2)=[CH:12][C@H:11]2[N:28](C)[C@@H:7]1[CH2:8][N:9]([C:30]([O:32][C:33]([CH3:36])([CH3:35])[CH3:34])=[O:31])[CH2:10]2)=[O:5])[CH3:2].Cl[C:38]([O:40][C:41]([CH3:47])([CH3:46])[C:42]([Cl:45])([Cl:44])[Cl:43])=[O:39], predict the reaction product. (4) The product is: [CH3:1][C:2]1[N:3]([CH:7]([CH3:10])[CH2:8][O:9][S:19]([CH3:18])(=[O:21])=[O:20])[CH:4]=[CH:5][N:6]=1. Given the reactants [CH3:1][C:2]1[N:3]([CH:7]([CH3:10])[CH2:8][OH:9])[CH:4]=[CH:5][N:6]=1.C(N(CC)CC)C.[CH3:18][S:19](Cl)(=[O:21])=[O:20], predict the reaction product. (5) Given the reactants [CH3:1][C:2]1[CH:11]=[CH:10][C:9]2[C:4](=[CH:5][CH:6]=[CH:7][C:8]=2[O:12][CH2:13][CH2:14][N:15]2[CH2:20][CH2:19][C:18](=[CH:21][C:22]3[CH:27]=[C:26]([N+:28]([O-])=O)[CH:25]=[CH:24][C:23]=3[CH3:31])[CH2:17][CH2:16]2)[N:3]=1.Cl.Cl[Sn]Cl, predict the reaction product. The product is: [CH3:31][C:23]1[CH:24]=[CH:25][C:26]([NH2:28])=[CH:27][C:22]=1[CH:21]=[C:18]1[CH2:17][CH2:16][N:15]([CH2:14][CH2:13][O:12][C:8]2[CH:7]=[CH:6][CH:5]=[C:4]3[C:9]=2[CH:10]=[CH:11][C:2]([CH3:1])=[N:3]3)[CH2:20][CH2:19]1. (6) Given the reactants C(=O)([O-])[O-].[Cs+].[Cs+].C1C=CC(P(C2C=CC3C(=CC=CC=3)C=2C2C3C(=CC=CC=3)C=CC=2P(C2C=CC=CC=2)C2C=CC=CC=2)C2C=CC=CC=2)=CC=1.[F:53][C:54]1[CH:61]=[CH:60][C:57]([CH2:58][OH:59])=[CH:56][CH:55]=1.[CH2:62]([C:69]1[C:73]2[C:74]([Cl:78])=[N:75][CH:76]=[CH:77][C:72]=2[NH:71][C:70]=1[CH3:79])[C:63]1[CH:68]=[CH:67][CH:66]=[CH:65][CH:64]=1, predict the reaction product. The product is: [ClH:78].[CH2:62]([C:69]1[C:73]2[C:74]([O:59][CH2:58][C:57]3[CH:60]=[CH:61][C:54]([F:53])=[CH:55][CH:56]=3)=[N:75][CH:76]=[CH:77][C:72]=2[NH:71][C:70]=1[CH3:79])[C:63]1[CH:64]=[CH:65][CH:66]=[CH:67][CH:68]=1. (7) Given the reactants C[O:2][C:3]1[CH:20]=[CH:19][C:6]2=[N:7][N:8]([C:10]3[CH:15]=[CH:14][C:13]([N:16]([CH3:18])[CH3:17])=[CH:12][CH:11]=3)[N:9]=[C:5]2[CH:4]=1.B(Br)(Br)Br, predict the reaction product. The product is: [OH:2][C:3]1[CH:20]=[CH:19][C:6]2=[N:7][N:8]([C:10]3[CH:11]=[CH:12][C:13]([N:16]([CH3:17])[CH3:18])=[CH:14][CH:15]=3)[N:9]=[C:5]2[CH:4]=1.